Task: Predict the product of the given reaction.. Dataset: Forward reaction prediction with 1.9M reactions from USPTO patents (1976-2016) (1) The product is: [Br:13][C:14]1[CH:21]=[CH:20][C:17]([CH:18]=[CH:3][C:4]([C:6]2[CH:11]=[CH:10][C:9]([Br:12])=[CH:8][CH:7]=2)=[O:5])=[CH:16][CH:15]=1. Given the reactants [OH-].[Na+].[CH3:3][C:4]([C:6]1[CH:11]=[CH:10][C:9]([Br:12])=[CH:8][CH:7]=1)=[O:5].[Br:13][C:14]1[CH:21]=[CH:20][C:17]([CH:18]=O)=[CH:16][CH:15]=1.C(C1C=CC=CC=1)(=O)C, predict the reaction product. (2) Given the reactants [H-].[Na+].[CH3:3][C:4]1[CH:9]=[C:8]([CH3:10])[CH:7]=[C:6]([CH3:11])[C:5]=1[OH:12].[Cl:13][C:14]1[N:15]=[C:16](Cl)[C:17]2[S:22][CH:21]=[CH:20][C:18]=2[N:19]=1, predict the reaction product. The product is: [Cl:13][C:14]1[N:15]=[C:16]([O:12][C:5]2[C:6]([CH3:11])=[CH:7][C:8]([CH3:10])=[CH:9][C:4]=2[CH3:3])[C:17]2[S:22][CH:21]=[CH:20][C:18]=2[N:19]=1.